Regression. Given a peptide amino acid sequence and an MHC pseudo amino acid sequence, predict their binding affinity value. This is MHC class II binding data. From a dataset of Peptide-MHC class II binding affinity with 134,281 pairs from IEDB. The peptide sequence is YCYLATVSDLSTKAA. The MHC is DRB1_0301 with pseudo-sequence DRB1_0301. The binding affinity (normalized) is 0.587.